Task: Predict the product of the given reaction.. Dataset: Forward reaction prediction with 1.9M reactions from USPTO patents (1976-2016) (1) Given the reactants [NH2:1][C:2]1[C:11]([C:12]#[N:13])=[C:10](O)[C:9]2[C:4](=[CH:5][CH:6]=[C:7]([N:15]3[CH2:20][CH2:19][N:18]([CH3:21])[CH2:17][CH2:16]3)[CH:8]=2)[N:3]=1.P(Cl)(Cl)([Cl:24])=O.[OH-].[Na+], predict the reaction product. The product is: [NH2:1][C:2]1[C:11]([C:12]#[N:13])=[C:10]([Cl:24])[C:9]2[C:4](=[CH:5][CH:6]=[C:7]([N:15]3[CH2:20][CH2:19][N:18]([CH3:21])[CH2:17][CH2:16]3)[CH:8]=2)[N:3]=1. (2) Given the reactants [CH:1]1([N:6]2[C:14]3[C:9](=[CH:10][CH:11]=[C:12](C(O)=O)[CH:13]=3)[C:8]([CH2:18][CH3:19])=[N:7]2)[CH2:5][CH2:4][CH2:3][CH2:2]1.C([N:22](CC)CC)C.C1(P(N=[N+]=[N-])(C2C=CC=CC=2)=O)C=CC=CC=1, predict the reaction product. The product is: [NH2:22][C:12]1[CH:13]=[C:14]2[C:9]([C:8]([CH2:18][CH3:19])=[N:7][N:6]2[CH:1]2[CH2:5][CH2:4][CH2:3][CH2:2]2)=[CH:10][CH:11]=1.